From a dataset of NCI-60 drug combinations with 297,098 pairs across 59 cell lines. Regression. Given two drug SMILES strings and cell line genomic features, predict the synergy score measuring deviation from expected non-interaction effect. Cell line: OVCAR-5. Synergy scores: CSS=30.4, Synergy_ZIP=-8.82, Synergy_Bliss=-8.92, Synergy_Loewe=-8.51, Synergy_HSA=-8.82. Drug 2: CC(C)CN1C=NC2=C1C3=CC=CC=C3N=C2N. Drug 1: CCCCC(=O)OCC(=O)C1(CC(C2=C(C1)C(=C3C(=C2O)C(=O)C4=C(C3=O)C=CC=C4OC)O)OC5CC(C(C(O5)C)O)NC(=O)C(F)(F)F)O.